From a dataset of Full USPTO retrosynthesis dataset with 1.9M reactions from patents (1976-2016). Predict the reactants needed to synthesize the given product. The reactants are: [CH3:1][C:2]([CH3:33])=[CH:3][CH2:4][CH2:5][C@:6]([OH:32])([C@@H:8]1[C@H:12]2[C@H:13]([OH:30])[CH2:14][C@@H:15]3[C@@:20]4([CH3:28])[CH2:21][CH2:22][C@@H:23]([OH:27])[C:24]([CH3:26])([CH3:25])[CH:19]4[CH2:18][CH2:17][C@@:16]3([CH3:29])[C@@:11]2([CH3:31])[CH2:10][CH2:9]1)[CH3:7].C(OC(=O)C)(=O)C. Given the product [CH3:1][C:2]([CH3:33])=[CH:3][CH2:4][CH2:5][C@:6]([OH:32])([C@@H:8]1[C@H:12]2[C@H:13]([OH:30])[CH2:14][C@@H:15]3[C@@:20]4([CH3:28])[CH2:21][CH2:22][C@H:23]([OH:27])[C:24]([CH3:25])([CH3:26])[C@@H:19]4[CH2:18][CH2:17][C@@:16]3([CH3:29])[C@:11]2([CH3:31])[CH2:10][CH2:9]1)[CH3:7], predict the reactants needed to synthesize it.